From a dataset of Full USPTO retrosynthesis dataset with 1.9M reactions from patents (1976-2016). Predict the reactants needed to synthesize the given product. (1) Given the product [CH3:19][S:20]([O:18][CH2:17][C:13]1[CH:14]=[CH:15][CH:16]=[C:11]([CH2:10][CH2:9][CH2:8][O:7][CH:2]2[CH2:3][CH2:4][CH2:5][CH2:6][O:1]2)[CH:12]=1)(=[O:22])=[O:21], predict the reactants needed to synthesize it. The reactants are: [O:1]1[CH2:6][CH2:5][CH2:4][CH2:3][CH:2]1[O:7][CH2:8][CH2:9][CH2:10][C:11]1[CH:12]=[C:13]([CH2:17][OH:18])[CH:14]=[CH:15][CH:16]=1.[CH3:19][S:20](Cl)(=[O:22])=[O:21]. (2) Given the product [Cl:1][C:2]1[CH:27]=[CH:26][C:5]2[N:6]([C:9]3[S:13][C:12]([C:14]([N:30]([O:31][CH3:32])[CH3:29])=[O:15])=[C:11]([O:17][CH2:18][C:19]4[CH:24]=[CH:23][CH:22]=[CH:21][C:20]=4[CH3:25])[CH:10]=3)[CH:7]=[N:8][C:4]=2[CH:3]=1, predict the reactants needed to synthesize it. The reactants are: [Cl:1][C:2]1[CH:27]=[CH:26][C:5]2[N:6]([C:9]3[S:13][C:12]([C:14](O)=[O:15])=[C:11]([O:17][CH2:18][C:19]4[CH:24]=[CH:23][CH:22]=[CH:21][C:20]=4[CH3:25])[CH:10]=3)[CH:7]=[N:8][C:4]=2[CH:3]=1.Cl.[CH3:29][NH:30][O:31][CH3:32].C(N(CC)CC)C.Cl.CN(C)CCCN=C=NCC. (3) Given the product [CH:1]1([CH2:7][O:8][C:9]2[C:10]3[N:11]([C:15]([C:19]([NH:21][C@H:22]([C:29]4[CH:30]=[CH:31][CH:32]=[CH:33][CH:34]=4)[CH2:23][CH2:24][C:25]([O:27][CH3:28])=[O:26])=[O:20])=[C:16]([CH3:18])[N:17]=3)[CH:12]=[CH:13][CH:14]=2)[CH2:6][CH2:5][CH2:4][CH2:3][CH2:2]1, predict the reactants needed to synthesize it. The reactants are: [CH:1]1([CH2:7][O:8][C:9]2[C:10]3[N:11]([C:15]([C:19]([NH:21][C@H:22]([C:29]4[CH:34]=[CH:33][CH:32]=[CH:31][CH:30]=4)/[CH:23]=[CH:24]/[C:25]([O:27][CH3:28])=[O:26])=[O:20])=[C:16]([CH3:18])[N:17]=3)[CH:12]=[CH:13][CH:14]=2)[CH2:6][CH2:5][CH2:4][CH2:3][CH2:2]1. (4) Given the product [CH2:28]([N:27]1[C:23]([C@H:18]2[CH2:19][CH2:20][CH2:21][CH2:22][C@@H:17]2[O:16][C:13]2[CH:14]=[CH:15][C:10]([S:7]([NH:6][C:32]3[CH:37]=[CH:36][N:35]=[CH:34][N:33]=3)(=[O:8])=[O:9])=[C:11]([F:31])[C:12]=2[F:30])=[CH:24][CH:25]=[N:26]1)[CH3:29], predict the reactants needed to synthesize it. The reactants are: COC1C=C(OC)C=CC=1C[N:6]([C:32]1[CH:37]=[CH:36][N:35]=[CH:34][N:33]=1)[S:7]([C:10]1[CH:15]=[CH:14][C:13]([O:16][C@H:17]2[CH2:22][CH2:21][CH2:20][CH2:19][C@@H:18]2[C:23]2[N:27]([CH2:28][CH3:29])[N:26]=[CH:25][CH:24]=2)=[C:12]([F:30])[C:11]=1[F:31])(=[O:9])=[O:8].C([SiH](CC)CC)C.FC(F)(F)C(O)=O. (5) Given the product [Si:20]([O:19][CH2:18][C@@H:13]([N:6]1[CH:5]=[CH:4][C:3]2[C:8](=[CH:9][CH:10]=[CH:11][C:2]=2[NH:1][C:36](=[O:37])[CH:35]([C:30]2[CH:31]=[CH:32][C:33]([Cl:34])=[C:28]([Cl:27])[CH:29]=2)[CH3:39])[C:7]1=[O:12])[C:14]([O:16][CH3:17])=[O:15])([C:23]([CH3:26])([CH3:25])[CH3:24])([CH3:22])[CH3:21], predict the reactants needed to synthesize it. The reactants are: [NH2:1][C:2]1[CH:11]=[CH:10][CH:9]=[C:8]2[C:3]=1[CH:4]=[CH:5][N:6]([C@H:13]([CH2:18][O:19][Si:20]([C:23]([CH3:26])([CH3:25])[CH3:24])([CH3:22])[CH3:21])[C:14]([O:16][CH3:17])=[O:15])[C:7]2=[O:12].[Cl:27][C:28]1[CH:29]=[C:30]([CH:35]([CH3:39])[C:36](O)=[O:37])[CH:31]=[CH:32][C:33]=1[Cl:34].F[P-](F)(F)(F)(F)F.C[N+](C)=C(N(C)C)ON1C2N=CC=CC=2N=N1.C(N(CC)C(C)C)(C)C.CN(C)C=O. (6) Given the product [C:1]([C:3](=[CH:38][C:39]([CH3:42])([CH3:41])[CH3:40])[C:4]([N:6]1[CH2:10][CH2:9][CH2:8][C@@H:7]1[CH2:11][N:12]1[C:16]2[CH:17]=[CH:18][CH:19]=[CH:20][C:15]=2[N:14]=[C:13]1[NH:21][C:22]([C:24]1[S:25][C:26]([CH:29]([F:30])[F:31])=[CH:27][CH:28]=1)=[O:23])=[O:5])#[N:2], predict the reactants needed to synthesize it. The reactants are: [C:1]([CH2:3][C:4]([N:6]1[CH2:10][CH2:9][CH2:8][C@@H:7]1[CH2:11][N:12]1[C:16]2[CH:17]=[CH:18][CH:19]=[CH:20][C:15]=2[N:14]=[C:13]1[NH:21][C:22]([C:24]1[S:25][C:26]([CH:29]([F:31])[F:30])=[CH:27][CH:28]=1)=[O:23])=[O:5])#[N:2].C(C(=[CH:38][C:39]([CH3:42])([CH3:41])[CH3:40])C(O)=O)#N.CN(C(ON1N=NC2C=CC=NC1=2)=[N+](C)C)C.F[P-](F)(F)(F)(F)F.C(N(CC)CC)C.